Dataset: Catalyst prediction with 721,799 reactions and 888 catalyst types from USPTO. Task: Predict which catalyst facilitates the given reaction. (1) Reactant: CCN(C(C)C)C(C)C.FC(F)(F)C(O)=O.[NH:17]1[C:21]2[CH:22]=[CH:23][CH:24]=[CH:25][C:20]=2[N:19]=[C:18]1[C:26]1[CH:31]=[CH:30][C:29]([C:32]([N:34]2[CH2:39][CH2:38][NH:37][CH2:36][CH2:35]2)=[O:33])=[CH:28][CH:27]=1.[OH:40][C:41]1([C:44](O)=[O:45])[CH2:43][CH2:42]1.F[P-](F)(F)(F)(F)F.N1(OC(N(C)C)=[N+](C)C)C2C=CC=CC=2N=N1. Product: [NH:17]1[C:21]2[CH:22]=[CH:23][CH:24]=[CH:25][C:20]=2[N:19]=[C:18]1[C:26]1[CH:31]=[CH:30][C:29]([C:32]([N:34]2[CH2:35][CH2:36][N:37]([C:44]([C:41]3([OH:40])[CH2:43][CH2:42]3)=[O:45])[CH2:38][CH2:39]2)=[O:33])=[CH:28][CH:27]=1. The catalyst class is: 18. (2) The catalyst class is: 4. Product: [CH3:17][O:18][C:19]([C:21]1([CH3:26])[CH2:25][CH2:24][N:23]([C:11](=[O:13])[C:10]2[CH:14]=[CH:15][CH:16]=[C:8]([O:1][C:2]3[CH:3]=[CH:4][CH:5]=[CH:6][CH:7]=3)[CH:9]=2)[CH2:22]1)=[O:20]. Reactant: [O:1]([C:8]1[CH:9]=[C:10]([CH:14]=[CH:15][CH:16]=1)[C:11]([OH:13])=O)[C:2]1[CH:7]=[CH:6][CH:5]=[CH:4][CH:3]=1.[CH3:17][O:18][C:19]([C:21]1([CH3:26])[CH2:25][CH2:24][NH:23][CH2:22]1)=[O:20].C(N(CC)CC)C.C(P1(=O)OP(CCC)(=O)OP(CCC)(=O)O1)CC.